From a dataset of Full USPTO retrosynthesis dataset with 1.9M reactions from patents (1976-2016). Predict the reactants needed to synthesize the given product. (1) Given the product [CH2:2]([C:4]1[CH:5]=[CH:6][CH:7]=[C:8]2[C:13]=1[CH:12]([C:14]1[CH:19]=[CH:18][CH:17]=[CH:16][CH:15]=1)[N:11]([C:31]([O:33][C:34]([CH3:37])([CH3:36])[CH3:35])=[O:32])[CH2:10][CH2:9]2)[CH3:3], predict the reactants needed to synthesize it. The reactants are: Cl.[CH2:2]([C:4]1[CH:5]=[CH:6][C:7](OC)=[C:8]2[C:13]=1[CH:12]([C:14]1[CH:19]=[CH:18][CH:17]=[CH:16][CH:15]=1)[NH:11][CH2:10][CH2:9]2)[CH3:3].B(Br)(Br)Br.C(=O)([O-])O.[Na+].[C:31](O[C:31]([O:33][C:34]([CH3:37])([CH3:36])[CH3:35])=[O:32])([O:33][C:34]([CH3:37])([CH3:36])[CH3:35])=[O:32]. (2) Given the product [CH3:33][O:34][C:1]([C:3]1([N:12]([C:16](=[O:27])[CH2:17][C:18]2[C:23]([CH3:24])=[CH:22][C:21]([CH3:25])=[CH:20][C:19]=2[CH3:26])[N:13]([CH3:15])[CH3:14])[CH2:8][CH2:7][N:6]([N:9]([CH3:11])[CH3:10])[CH2:5][CH2:4]1)=[O:29], predict the reactants needed to synthesize it. The reactants are: [C:1]([C:3]1([N:12]([C:16](=[O:27])[CH2:17][C:18]2[C:23]([CH3:24])=[CH:22][C:21]([CH3:25])=[CH:20][C:19]=2[CH3:26])[N:13]([CH3:15])[CH3:14])[CH2:8][CH2:7][N:6]([N:9]([CH3:11])[CH3:10])[CH2:5][CH2:4]1)#N.S(=O)(=O)(O)[OH:29].[CH3:33][OH:34]. (3) Given the product [F:29][CH:2]([F:1])[C:3]1[N:8]=[CH:7][C:6]([CH2:9][O:10][C:11]2[CH:26]=[CH:25][C:14]([CH2:15][N:16]3[C:17]4=[N:18][CH:19]=[C:20]([I:24])[CH:21]=[C:22]4[N:23]=[CH:32]3)=[CH:13][C:12]=2[O:27][CH3:28])=[CH:5][CH:4]=1, predict the reactants needed to synthesize it. The reactants are: [F:1][CH:2]([F:29])[C:3]1[N:8]=[CH:7][C:6]([CH2:9][O:10][C:11]2[CH:26]=[CH:25][C:14]([CH2:15][NH:16][C:17]3[C:22]([NH2:23])=[CH:21][C:20]([I:24])=[CH:19][N:18]=3)=[CH:13][C:12]=2[O:27][CH3:28])=[CH:5][CH:4]=1.CN.[CH:32](OCC)(OCC)OCC.O.C1(C)C=CC(S(O)(=O)=O)=CC=1. (4) Given the product [CH2:1]([O:3][C:4]([C:6]1[C:11]([O:12][CH2:13][C:14]2[CH:19]=[CH:18][CH:17]=[CH:16][CH:15]=2)=[C:10]([O:20][CH3:26])[N:9]=[C:8]([S:21][CH3:22])[N:7]=1)=[O:5])[CH3:2], predict the reactants needed to synthesize it. The reactants are: [CH2:1]([O:3][C:4]([C:6]1[N:7]=[C:8]([S:21][CH3:22])[NH:9][C:10](=[O:20])[C:11]=1[O:12][CH2:13][C:14]1[CH:19]=[CH:18][CH:17]=[CH:16][CH:15]=1)=[O:5])[CH3:2].[H-].[Na+].I[CH3:26]. (5) The reactants are: C(N(CC)CC)C.[Cl:8][C:9]1[C:14]([N+:15]([O-:17])=[O:16])=[C:13](Cl)[C:12]([CH3:19])=[C:11]([CH3:20])[N:10]=1.[OH:21][C:22]([CH3:26])([CH3:25])[CH2:23][NH2:24]. Given the product [Cl:8][C:9]1[C:14]([N+:15]([O-:17])=[O:16])=[C:13]([NH:24][CH2:23][C:22]([CH3:26])([OH:21])[CH3:25])[C:12]([CH3:19])=[C:11]([CH3:20])[N:10]=1, predict the reactants needed to synthesize it. (6) Given the product [C:24]1([C:7]([C:1]2[CH:6]=[CH:5][CH:4]=[CH:3][CH:2]=2)([C:18]2[CH:19]=[CH:20][CH:21]=[CH:22][CH:23]=2)[N:8]2[CH:12]=[C:11]([CH2:13][CH2:14][C:15]([N:60]3[CH2:59][CH2:58][N:57]([C:63]4[CH:68]=[CH:67][C:66]([N:69]5[CH2:73][C@H:72]([CH2:74][O:75][C:76]6[CH:80]=[CH:79][O:78][N:77]=6)[O:71][C:70]5=[O:81])=[CH:65][C:64]=4[F:82])[CH2:62][CH2:61]3)=[O:16])[N:10]=[CH:9]2)[CH:29]=[CH:28][CH:27]=[CH:26][CH:25]=1, predict the reactants needed to synthesize it. The reactants are: [C:1]1([C:7]([C:24]2[CH:29]=[CH:28][CH:27]=[CH:26][CH:25]=2)([C:18]2[CH:23]=[CH:22][CH:21]=[CH:20][CH:19]=2)[N:8]2[CH:12]=[C:11]([CH2:13][CH2:14][C:15](O)=[O:16])[N:10]=[CH:9]2)[CH:6]=[CH:5][CH:4]=[CH:3][CH:2]=1.C1(N=C=NC2CCCCC2)CCCCC1.ON1C2C=CC=CC=2N=N1.Cl.Cl.[N:57]1([C:63]2[CH:68]=[CH:67][C:66]([N:69]3[CH2:73][C@H:72]([CH2:74][O:75][C:76]4[CH:80]=[CH:79][O:78][N:77]=4)[O:71][C:70]3=[O:81])=[CH:65][C:64]=2[F:82])[CH2:62][CH2:61][NH:60][CH2:59][CH2:58]1.C(N(CC)C(C)C)(C)C.